From a dataset of Full USPTO retrosynthesis dataset with 1.9M reactions from patents (1976-2016). Predict the reactants needed to synthesize the given product. Given the product [OH:8][CH2:9][CH:10]1[CH2:15][CH2:14][N:13]([C:16]([O:18][CH3:19])=[O:17])[CH:12]([CH3:20])[CH2:11]1, predict the reactants needed to synthesize it. The reactants are: [Si]([O:8][CH2:9][CH:10]1[CH2:15][CH2:14][N:13]([C:16]([O:18][CH3:19])=[O:17])[CH:12]([CH3:20])[CH2:11]1)(C(C)(C)C)(C)C.CCCC[N+](CCCC)(CCCC)CCCC.[F-].